This data is from Peptide-MHC class II binding affinity with 134,281 pairs from IEDB. The task is: Regression. Given a peptide amino acid sequence and an MHC pseudo amino acid sequence, predict their binding affinity value. This is MHC class II binding data. The peptide sequence is FDYCGTNHLSKCQFD. The MHC is DRB1_0101 with pseudo-sequence DRB1_0101. The binding affinity (normalized) is 0.505.